Dataset: Reaction yield outcomes from USPTO patents with 853,638 reactions. Task: Predict the reaction yield, written as a fraction of the theoretical maximum amount of product (1.0 means a 100% yield; for example, 0.34 means a 34% yield). The reactants are [NH2:1][C:2]1[C:7]([F:8])=[CH:6][N:5]([CH2:9][CH:10]2[CH2:12][CH2:11]2)[C:4](=[O:13])[N:3]=1.[Cl:14][C:15]1[CH:20]=[CH:19][CH:18]=[CH:17][C:16]=1[N:21]=[C:22]=[O:23]. The catalyst is CC#N. The product is [Cl:14][C:15]1[CH:20]=[CH:19][CH:18]=[CH:17][C:16]=1[NH:21][C:22]([NH:1][C:2]1[C:7]([F:8])=[CH:6][N:5]([CH2:9][CH:10]2[CH2:12][CH2:11]2)[C:4](=[O:13])[N:3]=1)=[O:23]. The yield is 0.580.